Predict the reactants needed to synthesize the given product. From a dataset of Full USPTO retrosynthesis dataset with 1.9M reactions from patents (1976-2016). Given the product [Cl:16][CH2:10][C:6]([CH:1]1[CH2:5][CH2:4][CH2:3][CH2:2]1)=[O:7], predict the reactants needed to synthesize it. The reactants are: [CH:1]1([C:6](Cl)=[O:7])[CH2:5][CH2:4][CH2:3][CH2:2]1.[Si](C=[N+]=[N-])(C)(C)[CH3:10].[ClH:16].O1CCOCC1.